From a dataset of Catalyst prediction with 721,799 reactions and 888 catalyst types from USPTO. Predict which catalyst facilitates the given reaction. (1) Reactant: Br[CH2:2][CH2:3][CH:4]=[CH2:5].C(N(C(C)C)CC)(C)C.[CH3:15][O:16][C:17]1[CH:24]=[C:23]([O:25][CH3:26])[CH:22]=[CH:21][C:18]=1[CH2:19][NH2:20]. Product: [CH2:2]([NH:20][CH2:19][C:18]1[CH:21]=[CH:22][C:23]([O:25][CH3:26])=[CH:24][C:17]=1[O:16][CH3:15])[CH2:3][CH:4]=[CH2:5]. The catalyst class is: 2. (2) Reactant: [Br:1][C:2]1[S:6][C:5]([C:7](=[O:11])[CH2:8][CH2:9][CH3:10])=[CH:4][CH:3]=1.C[Si]([N-][Si](C)(C)C)(C)C.[Li+].[C:22]([O:29][CH2:30][CH3:31])(=[O:28])[C:23]([O:25]CC)=O. Product: [CH2:30]([O:29][C:22](=[O:28])[C:23](=[O:25])[CH:8]([C:7]([C:5]1[S:6][C:2]([Br:1])=[CH:3][CH:4]=1)=[O:11])[CH2:9][CH3:10])[CH3:31]. The catalyst class is: 56. (3) Reactant: [ClH:1].Cl.[NH2:3][C:4]1[CH:23]=[CH:22][C:7]2[CH:8]=[C:9]([C:11]([NH:13][C@@H:14]3[CH:19]4[CH2:20][CH2:21][N:16]([CH2:17][CH2:18]4)[CH2:15]3)=[O:12])[S:10][C:6]=2[CH:5]=1.C(N(CC)CC)C.[CH3:31][O:32][C:33]1[CH:38]=[CH:37][CH:36]=[CH:35][C:34]=1[N:39]=[C:40]=[O:41]. Product: [ClH:1].[N:16]12[CH2:21][CH2:20][CH:19]([CH2:18][CH2:17]1)[C@@H:14]([NH:13][C:11]([C:9]1[S:10][C:6]3[CH:5]=[C:4]([NH:3][C:40]([NH:39][C:34]4[CH:35]=[CH:36][CH:37]=[CH:38][C:33]=4[O:32][CH3:31])=[O:41])[CH:23]=[CH:22][C:7]=3[CH:8]=1)=[O:12])[CH2:15]2. The catalyst class is: 1. (4) Reactant: [Cl:1][C:2]1[CH:7]=[CH:6][C:5]([N:8]2[C:12]([C:13](OCC)=[O:14])=[CH:11][CH:10]=[N:9]2)=[CH:4][CH:3]=1.[H-].[Al+3].[Li+].[H-].[H-].[H-]. Product: [Cl:1][C:2]1[CH:3]=[CH:4][C:5]([N:8]2[C:12]([CH2:13][OH:14])=[CH:11][CH:10]=[N:9]2)=[CH:6][CH:7]=1. The catalyst class is: 1. (5) Reactant: [F:1][C:2]1[N:7]=[C:6]([C:8]2[CH:13]=[CH:12][N:11]=[C:10]3[NH:14][C:15]([C:17]4[CH2:22][CH2:21][N:20](C(OC(C)(C)C)=O)[CH2:19][CH:18]=4)=[CH:16][C:9]=23)[CH:5]=[CH:4][CH:3]=1.[ClH:30].O1CCOCC1. Product: [F:1][C:2]1[N:7]=[C:6]([C:8]2[CH:13]=[CH:12][N:11]=[C:10]3[NH:14][C:15]([C:17]4[CH2:22][CH2:21][NH:20][CH2:19][CH:18]=4)=[CH:16][C:9]=23)[CH:5]=[CH:4][CH:3]=1.[ClH:30]. The catalyst class is: 5. (6) Reactant: [Cl:1][C:2]1[CH:7]=[C:6]2[NH:8][C:9](=[O:29])[C:10]3([CH:15]([CH2:16][C:17]([CH3:20])([CH3:19])[CH3:18])[CH2:14][C:13](=O)[NH:12][CH:11]3[C:22]3[CH:27]=[CH:26][CH:25]=[C:24]([Cl:28])[CH:23]=3)[C:5]2=[CH:4][CH:3]=1.[BH4-].[Na+]. Product: [Cl:1][C:2]1[CH:7]=[C:6]2[NH:8][C:9](=[O:29])[C:10]3([CH:15]([CH2:16][C:17]([CH3:20])([CH3:18])[CH3:19])[CH2:14][CH2:13][NH:12][CH:11]3[C:22]3[CH:27]=[CH:26][CH:25]=[C:24]([Cl:28])[CH:23]=3)[C:5]2=[CH:4][CH:3]=1. The catalyst class is: 125.